From a dataset of Full USPTO retrosynthesis dataset with 1.9M reactions from patents (1976-2016). Predict the reactants needed to synthesize the given product. (1) Given the product [CH3:1][C:2]1[CH:3]=[CH:4][C:5]([N+:12]([O-:14])=[O:13])=[C:6]2[C:11]=1[N:10]=[CH:9][CH:8]=[CH:7]2, predict the reactants needed to synthesize it. The reactants are: [CH3:1][C:2]1[CH:3]=[CH:4][CH:5]=[C:6]2[C:11]=1[N:10]=[CH:9][CH:8]=[CH:7]2.[N+:12]([O-])([O-:14])=[O:13].[K+]. (2) Given the product [CH2:1]([N:8]1[C:17]2[C:12](=[CH:13][C:14]([O:18][C:29](=[O:30])[NH:28][C:24]3[CH:25]=[CH:26][CH:27]=[C:22]([Br:21])[CH:23]=3)=[CH:15][CH:16]=2)[CH2:11][CH2:10][CH2:9]1)[C:2]1[CH:3]=[CH:4][CH:5]=[CH:6][CH:7]=1, predict the reactants needed to synthesize it. The reactants are: [CH2:1]([N:8]1[C:17]2[C:12](=[CH:13][C:14]([OH:18])=[CH:15][CH:16]=2)[CH2:11][CH2:10][CH2:9]1)[C:2]1[CH:7]=[CH:6][CH:5]=[CH:4][CH:3]=1.[H-].[Na+].[Br:21][C:22]1[CH:23]=[C:24]([N:28]=[C:29]=[O:30])[CH:25]=[CH:26][CH:27]=1. (3) Given the product [Cl:5][C:6]1[CH:7]=[CH:8][C:9]([C:12]([Cl:3])=[O:14])=[N:10][CH:11]=1, predict the reactants needed to synthesize it. The reactants are: S(Cl)([Cl:3])=O.[Cl:5][C:6]1[CH:7]=[CH:8][C:9]([C:12]([OH:14])=O)=[N:10][CH:11]=1.